The task is: Binary Classification. Given a drug SMILES string, predict its activity (active/inactive) in a high-throughput screening assay against a specified biological target.. This data is from Choline transporter screen with 302,306 compounds. (1) The drug is s1c2nc(nc(NCCN(C)C)c2c(c1C)C)CSc1ccccc1. The result is 0 (inactive). (2) The compound is O1CCN(CCCCN(Cc2onc(n2)c2cc3OCOc3cc2)C)CC1. The result is 0 (inactive).